From a dataset of CYP2C19 inhibition data for predicting drug metabolism from PubChem BioAssay. Regression/Classification. Given a drug SMILES string, predict its absorption, distribution, metabolism, or excretion properties. Task type varies by dataset: regression for continuous measurements (e.g., permeability, clearance, half-life) or binary classification for categorical outcomes (e.g., BBB penetration, CYP inhibition). Dataset: cyp2c19_veith. (1) The drug is CNC[C@H](O)[C@H](O)[C@H](O)[C@H](O)CO.Cc1c(Nc2ncccc2C(=O)O)cccc1C(F)(F)F. The result is 0 (non-inhibitor). (2) The drug is COc1ccc(CCNC(=O)COc2ccc(S(=O)(=O)NC3CCCCC3)cc2Cl)cc1. The result is 1 (inhibitor). (3) The drug is CCN(CC)c1nc(Nc2ccccc2)nc(Oc2ccc(C(=O)OC)cc2)n1. The result is 1 (inhibitor). (4) The compound is COc1ccc(Oc2ncc3nc(-c4ccc(F)cc4)c(=O)n(CCC#N)c3n2)cc1. The result is 0 (non-inhibitor). (5) The molecule is Oc1ccc2ccccc2c1/C=C\c1ccc2c(Br)cc(Br)c(O)c2n1. The result is 1 (inhibitor). (6) The result is 0 (non-inhibitor). The compound is CN(C)C(=N)N=C(N)N. (7) The compound is COc1cccc(-c2csc(N3CCN(C(=S)Nc4ccccc4)CC3)n2)c1. The result is 1 (inhibitor).